This data is from Experimentally validated miRNA-target interactions with 360,000+ pairs, plus equal number of negative samples. The task is: Binary Classification. Given a miRNA mature sequence and a target amino acid sequence, predict their likelihood of interaction. The miRNA is hsa-miR-1245b-5p with sequence UAGGCCUUUAGAUCACUUAAA. The protein sequence of the target gene is MHRASLICRLASPSRINAIRNASSGKSHISASTLVQHRNQSVAAAVKHEPFLNGSSSIYIEQMYEAWLQDPSSVHTSWDAYFRNVEAGAGPGQAFQAPPATAYAGALGVSPAAAQVTTSSAPATRLDTNASVQSISDHLKIQLLIRSYQTRGHNIADLDPLGINSADLDDTIPPELELSFYGLGERDLDREFLLPPTTFISEKKSLTLREILQRLKDIYCTSTGVEYMHLNNLEQQDWIRRRFEAPRVTELSHDQKKVLFKRLIRSTKFEEFLAKKWPSEKRFGLEGCEVLIPAMKQVID.... Result: 0 (no interaction).